Dataset: Forward reaction prediction with 1.9M reactions from USPTO patents (1976-2016). Task: Predict the product of the given reaction. (1) The product is: [F:20][C:3]([F:2])([F:19])[C:4]1[CH:5]=[C:6]([CH:10]2[CH2:13][C:12]3([CH2:18][CH2:17][N:16]([C:37]([O:39][C:40]4[CH:41]=[CH:42][C:43]([N+:46]([O-:48])=[O:47])=[CH:44][CH:45]=4)=[O:38])[CH2:15][CH2:14]3)[CH2:11]2)[CH:7]=[CH:8][CH:9]=1. Given the reactants Cl.[F:2][C:3]([F:20])([F:19])[C:4]1[CH:5]=[C:6]([CH:10]2[CH2:13][C:12]3([CH2:18][CH2:17][NH:16][CH2:15][CH2:14]3)[CH2:11]2)[CH:7]=[CH:8][CH:9]=1.CC1C=C(C2CC3(CCN([C:37]([O:39][C:40]4[CH:45]=[CH:44][C:43]([N+:46]([O-:48])=[O:47])=[CH:42][CH:41]=4)=[O:38])CC3)C2)C=CC=1, predict the reaction product. (2) Given the reactants [N:1]12[CH2:8][CH2:7][CH:4]([CH2:5][CH2:6]1)[C@@H:3]([O:9][C:10]1[CH:15]=[CH:14][C:13]([C:16]3[CH:17]=[C:18]4[C:22](=[CH:23][CH:24]=3)[NH:21][CH:20]=[CH:19]4)=[CH:12][CH:11]=1)[CH2:2]2.[C:25]([OH:32])(=[O:31])/[CH:26]=[CH:27]/[C:28]([OH:30])=[O:29], predict the reaction product. The product is: [C:25]([OH:32])(=[O:31])/[CH:26]=[CH:27]/[C:28]([OH:30])=[O:29].[N:1]12[CH2:8][CH2:7][CH:4]([CH2:5][CH2:6]1)[C@@H:3]([O:9][C:10]1[CH:11]=[CH:12][C:13]([C:16]3[CH:17]=[C:18]4[C:22](=[CH:23][CH:24]=3)[NH:21][CH:20]=[CH:19]4)=[CH:14][CH:15]=1)[CH2:2]2. (3) The product is: [C-:1]1([CH2:6][NH:14][CH2:15][CH2:16][CH2:17][CH2:18][CH2:19][C:20]([OH:22])=[O:21])[CH:2]=[CH:3][CH:4]=[CH:5]1.[CH-:8]1[CH:12]=[CH:11][CH:10]=[CH:9]1.[Fe+2:13]. Given the reactants [C-:1]1([CH:6]=O)[CH:5]=[CH:4][CH:3]=[CH:2]1.[CH-:8]1[CH:12]=[CH:11][CH:10]=[CH:9]1.[Fe+2:13].[NH2:14][CH2:15][CH2:16][CH2:17][CH2:18][CH2:19][C:20]([OH:22])=[O:21].[BH4-].[Na+].C(O)(=O)C, predict the reaction product. (4) Given the reactants C(O)(=O)C1C(=CC=CC=1)S.ClC1C=CC(S[C:19]2[C:27]3[C:22](=[CH:23][CH:24]=[CH:25][C:26]=3[NH:28][S:29]([CH3:32])(=[O:31])=[O:30])[N:21]([CH2:33][C:34]([OH:36])=[O:35])[C:20]=2[CH3:37])=CC=1, predict the reaction product. The product is: [CH3:37][C:20]1[N:21]([CH2:33][C:34]([OH:36])=[O:35])[C:22]2[C:27]([CH:19]=1)=[C:26]([NH:28][S:29]([CH3:32])(=[O:31])=[O:30])[CH:25]=[CH:24][CH:23]=2. (5) The product is: [O:46]=[S:42]1(=[O:45])[CH2:43][CH2:44][N:39]([CH2:38][CH2:37][CH2:36][O:1][C:2]2[CH:11]=[C:10]3[C:5]([C:6]([O:12][C:13]4[CH:14]=[C:15]5[C:19](=[CH:20][CH:21]=4)[NH:18][CH:17]=[C:16]5[CH3:22])=[N:7][CH:8]=[N:9]3)=[CH:4][C:3]=2[O:23][CH3:24])[CH2:40][CH2:41]1. Given the reactants [OH:1][C:2]1[CH:11]=[C:10]2[C:5]([C:6]([O:12][C:13]3[CH:14]=[C:15]4[C:19](=[CH:20][CH:21]=3)[NH:18][CH:17]=[C:16]4[CH3:22])=[N:7][CH:8]=[N:9]2)=[CH:4][C:3]=1[O:23][CH3:24].C(=O)([O-])[O-].[K+].[K+].S(C1C=CC(C)=CC=1)(OO[CH2:36][CH2:37][CH2:38][N:39]1[CH2:44][CH2:43][S:42](=[O:46])(=[O:45])[CH2:41][CH2:40]1)(=O)=O, predict the reaction product. (6) Given the reactants [N:1]1([S:5]([C:8]2[C:13]([Cl:14])=[CH:12][CH:11]=[C:10]([N+:15]([O-])=O)[C:9]=2[OH:18])(=[O:7])=[O:6])[CH2:4][CH2:3][CH2:2]1.[H][H], predict the reaction product. The product is: [N:1]1([S:5]([C:8]2[C:9]([OH:18])=[C:10]([CH:11]=[CH:12][C:13]=2[Cl:14])[NH2:15])(=[O:7])=[O:6])[CH2:4][CH2:3][CH2:2]1. (7) Given the reactants [Cl:1][C:2]1[CH:7]=[CH:6][CH:5]=[CH:4][C:3]=1[CH:8]([C:19]1[CH:24]=[CH:23][CH:22]=[CH:21][C:20]=1[Cl:25])[C:9]1[S:13][C:12]([C:14]([O:16]CC)=[O:15])=[CH:11][CH:10]=1.[OH-].[Na+], predict the reaction product. The product is: [Cl:25][C:20]1[CH:21]=[CH:22][CH:23]=[CH:24][C:19]=1[CH:8]([C:3]1[CH:4]=[CH:5][CH:6]=[CH:7][C:2]=1[Cl:1])[C:9]1[S:13][C:12]([C:14]([OH:16])=[O:15])=[CH:11][CH:10]=1. (8) The product is: [F:12][C:2]([F:1])([F:11])[CH:3]([C:5]1[CH:6]=[CH:7][N:8]=[CH:9][CH:10]=1)[O:4][Si:15]([CH2:18][CH3:19])([CH2:16][CH3:17])[CH2:13][CH3:14]. Given the reactants [F:1][C:2]([F:12])([F:11])[CH:3]([C:5]1[CH:10]=[CH:9][N:8]=[CH:7][CH:6]=1)[OH:4].[CH2:13]([Si:15](Cl)([CH2:18][CH3:19])[CH2:16][CH3:17])[CH3:14].[Cl-].[NH4+], predict the reaction product. (9) Given the reactants [Br:1][C:2]1[C:3]([CH:16]=O)=[C:4]([O:14][CH3:15])[C:5]2[C:10]([C:11]=1[O:12][CH3:13])=[CH:9][CH:8]=[CH:7][CH:6]=2.COC1C2C(=CC=CC=2)C(OC)=CC=1/[CH:32]=[C:33](\C)/[C:34]([O:36][CH2:37][CH3:38])=[O:35].O(C(C)C)C(C)C, predict the reaction product. The product is: [Br:1][C:2]1[C:3](/[CH:16]=[C:33](\[CH3:32])/[C:34]([O:36][CH2:37][CH3:38])=[O:35])=[C:4]([O:14][CH3:15])[C:5]2[C:10]([C:11]=1[O:12][CH3:13])=[CH:9][CH:8]=[CH:7][CH:6]=2.